From a dataset of Catalyst prediction with 721,799 reactions and 888 catalyst types from USPTO. Predict which catalyst facilitates the given reaction. (1) Reactant: [Cl:1][C:2]1[CH:7]=[CH:6][C:5]([CH:8]2[CH2:13][CH2:12][N:11]([C:14](=[O:31])[C@H:15]([NH:19][C:20]3[NH:24][N:23]=[C:22]([C:25]4[CH:30]=[CH:29][CH:28]=[CH:27][CH:26]=4)[N:21]=3)[CH:16]([CH3:18])[CH3:17])[CH2:10][CH2:9]2)=[CH:4][CH:3]=1.[CH3:32]NN. Product: [Cl:1][C:2]1[CH:3]=[CH:4][C:5]([CH:8]2[CH2:13][CH2:12][N:11]([C:14](=[O:31])[C@H:15]([NH:19][C:20]3[N:24]([CH3:32])[N:23]=[C:22]([C:25]4[CH:26]=[CH:27][CH:28]=[CH:29][CH:30]=4)[N:21]=3)[CH:16]([CH3:18])[CH3:17])[CH2:10][CH2:9]2)=[CH:6][CH:7]=1. The catalyst class is: 1. (2) Reactant: [NH2:1][C:2]1[C:16]([Br:17])=[CH:15][C:5]([C:6]([C@@H:8]2[CH2:10][C@H:9]2[C:11]([O:13]C)=[O:12])=[O:7])=[CH:4][C:3]=1[Br:18].O.[OH-].[Li+].[K+].[Br-]. Product: [NH2:1][C:2]1[C:3]([Br:18])=[CH:4][C:5]([C:6]([C@@H:8]2[CH2:10][C@H:9]2[C:11]([OH:13])=[O:12])=[O:7])=[CH:15][C:16]=1[Br:17]. The catalyst class is: 132. (3) Reactant: [I:1][C:2]1[CH:3]=[C:4]([C:8]2[O:12][C:11]([CH:13]=O)=[CH:10][CH:9]=2)[CH:5]=[CH:6][CH:7]=1.[NH:15]1[CH:19]=[C:18]([CH2:20][CH2:21][N:22]2[C:26](=[O:27])[CH2:25][NH:24][C:23]2=[S:28])[N:17]=[CH:16]1.N1CCCCC1. Product: [NH:15]1[CH:19]=[C:18]([CH2:20][CH2:21][N:22]2[C:26](=[O:27])/[C:25](=[CH:13]/[C:11]3[O:12][C:8]([C:4]4[CH:5]=[CH:6][CH:7]=[C:2]([I:1])[CH:3]=4)=[CH:9][CH:10]=3)/[NH:24][C:23]2=[S:28])[N:17]=[CH:16]1. The catalyst class is: 4. (4) Reactant: FC(F)(F)C(OC(=O)C(F)(F)F)=O.[CH3:14][C:15]([CH3:17])=O.[OH:18][C:19]1[CH:27]=[CH:26][C:25]([OH:28])=[CH:24][C:20]=1[C:21]([OH:23])=[O:22]. Product: [OH:28][C:25]1[CH:26]=[CH:27][C:19]2[O:18][C:15]([CH3:17])([CH3:14])[O:22][C:21](=[O:23])[C:20]=2[CH:24]=1. The catalyst class is: 55. (5) Reactant: [F:1][C:2]1[CH:3]=[C:4]([CH:31]=[CH:32][C:33]=1[NH:34][C:35]([C:37]1([C:40](=[O:49])[NH:41][C:42]2[CH:47]=[CH:46][C:45]([F:48])=[CH:44][CH:43]=2)[CH2:39][CH2:38]1)=[O:36])[O:5][C:6]1[CH:11]=[CH:10][N:9]=[C:8]([N:12](C(OC2C=CC=CC=2)=O)[C:13](=O)[O:14]C2C=CC=CC=2)[CH:7]=1.Cl.Cl.[CH3:52][N:53]([CH3:60])[CH:54]1[CH2:59][CH2:58][NH:57][CH2:56][CH2:55]1.C(N(CC)CC)C.O. Product: [CH3:52][N:53]([CH3:60])[CH:54]1[CH2:59][CH2:58][N:57]([C:13]([NH:12][C:8]2[CH:7]=[C:6]([O:5][C:4]3[CH:31]=[CH:32][C:33]([NH:34][C:35]([C:37]4([C:40]([NH:41][C:42]5[CH:47]=[CH:46][C:45]([F:48])=[CH:44][CH:43]=5)=[O:49])[CH2:38][CH2:39]4)=[O:36])=[C:2]([F:1])[CH:3]=3)[CH:11]=[CH:10][N:9]=2)=[O:14])[CH2:56][CH2:55]1. The catalyst class is: 9. (6) Product: [CH3:1][C:22]1[C:17]2[O:16][CH2:15][CH2:14][O:13][C:18]=2[CH:19]=[CH:20][C:21]=1[CH:23]=[O:24]. The catalyst class is: 295. Reactant: [CH3:1]N(C)CCNC.[Li]CCCC.[O:13]1[C:18]2[CH:19]=[CH:20][C:21]([CH:23]=[O:24])=[CH:22][C:17]=2[O:16][CH2:15][CH2:14]1.CI. (7) Reactant: FC(F)(F)C(O)=O.[CH3:8][N:9]([CH2:32][CH2:33][NH:34][CH3:35])[C:10]([C:12]1[CH:13]=[C:14]2[C:22](=[CH:23][CH:24]=1)[N:21]([CH3:25])[C:20]1[CH2:19][CH2:18][CH:17]([CH:26]3[CH2:31][CH2:30][O:29][CH2:28][CH2:27]3)[CH2:16][C:15]2=1)=[O:11].C(N(CC)C(C)C)(C)C.[CH:45]1([N:48]=[C:49]=[S:50])[CH2:47][CH2:46]1. Product: [CH:45]1([NH:48][C:49](=[S:50])[N:34]([CH2:33][CH2:32][N:9]([CH3:8])[C:10]([C:12]2[CH:13]=[C:14]3[C:22](=[CH:23][CH:24]=2)[N:21]([CH3:25])[C:20]2[CH2:19][CH2:18][CH:17]([CH:26]4[CH2:27][CH2:28][O:29][CH2:30][CH2:31]4)[CH2:16][C:15]3=2)=[O:11])[CH3:35])[CH2:47][CH2:46]1. The catalyst class is: 4. (8) Reactant: [CH3:1][NH:2][C:3]([C:5]1[C:13]2[C:8](=[CH:9][C:10]([NH:14][C:15]3[CH:20]=[CH:19][CH:18]=[CH:17][C:16]=3[C:21](=[O:26])[NH:22][CH2:23][C:24]#[CH:25])=[CH:11][CH:12]=2)[N:7](C2CCCCO2)[N:6]=1)=[O:4].C(Cl)Cl.OC(C(F)(F)F)=O.FC(F)(F)C(O)=O.C([SiH](CC)CC)C. Product: [CH3:1][NH:2][C:3]([C:5]1[C:13]2[C:8](=[CH:9][C:10]([NH:14][C:15]3[CH:20]=[CH:19][CH:18]=[CH:17][C:16]=3[C:21](=[O:26])[NH:22][CH2:23][C:24]#[CH:25])=[CH:11][CH:12]=2)[NH:7][N:6]=1)=[O:4]. The catalyst class is: 11.